From a dataset of Forward reaction prediction with 1.9M reactions from USPTO patents (1976-2016). Predict the product of the given reaction. (1) Given the reactants C1C(=O)N([Br:8])C(=O)C1.[F:9][C:10]1[CH:35]=[CH:34][C:13]([CH2:14][O:15][C:16]2[CH:21]=[C:20]([CH3:22])[N:19]([C:23]3[CH:24]=[C:25]([CH:29]=[CH:30][C:31]=3[CH3:32])[C:26]([OH:28])=[O:27])[C:18](=[O:33])[CH:17]=2)=[C:12]([CH2:36][NH:37][C:38]([O:40][CH3:41])=[O:39])[CH:11]=1, predict the reaction product. The product is: [Br:8][C:17]1[C:18](=[O:33])[N:19]([C:23]2[CH:24]=[C:25]([CH:29]=[CH:30][C:31]=2[CH3:32])[C:26]([OH:28])=[O:27])[C:20]([CH3:22])=[CH:21][C:16]=1[O:15][CH2:14][C:13]1[CH:34]=[CH:35][C:10]([F:9])=[CH:11][C:12]=1[CH2:36][NH:37][C:38]([O:40][CH3:41])=[O:39]. (2) Given the reactants [NH2:1][C:2]1[C:10]([Cl:11])=[CH:9][CH:8]=[CH:7][C:3]=1[C:4]([OH:6])=[O:5].Cl[C:13](Cl)([O:15]C(=O)OC(Cl)(Cl)Cl)Cl, predict the reaction product. The product is: [Cl:11][C:10]1[C:2]2[NH:1][C:13](=[O:15])[O:5][C:4](=[O:6])[C:3]=2[CH:7]=[CH:8][CH:9]=1.